From a dataset of Catalyst prediction with 721,799 reactions and 888 catalyst types from USPTO. Predict which catalyst facilitates the given reaction. Reactant: [Cl:1][C:2]1[CH:11]=[CH:10][CH:9]=[C:8]2[C:3]=1[CH2:4][CH2:5][C:6]1[N:7]2[CH:12]=[N:13][C:14]=1/[CH:15]=[C:16]1/[C:17](=[O:29])[N:18]([C:22]([O:24][C:25]([CH3:28])([CH3:27])[CH3:26])=[O:23])[CH2:19][CH2:20][CH2:21]/1. Product: [Cl:1][C:2]1[CH:11]=[CH:10][CH:9]=[C:8]2[C:3]=1[CH2:4][CH2:5][C:6]1[N:7]2[CH:12]=[N:13][C:14]=1[CH2:15][CH:16]1[CH2:21][CH2:20][CH2:19][N:18]([C:22]([O:24][C:25]([CH3:27])([CH3:26])[CH3:28])=[O:23])[C:17]1=[O:29]. The catalyst class is: 541.